Predict the product of the given reaction. From a dataset of Forward reaction prediction with 1.9M reactions from USPTO patents (1976-2016). (1) Given the reactants [Si:1]([O:8][C@H:9]1[C@H:14]([O:15][Si:16]([C:19]([CH3:22])([CH3:21])[CH3:20])([CH3:18])[CH3:17])[C@@H:13]([CH3:23])[CH2:12][N:11]([C:24]2[CH:29]=[CH:28][N:27]=[CH:26][C:25]=2[N+:30]([O-])=O)[CH2:10]1)([C:4]([CH3:7])([CH3:6])[CH3:5])([CH3:3])[CH3:2], predict the reaction product. The product is: [Si:1]([O:8][C@H:9]1[C@H:14]([O:15][Si:16]([C:19]([CH3:21])([CH3:22])[CH3:20])([CH3:18])[CH3:17])[C@@H:13]([CH3:23])[CH2:12][N:11]([C:24]2[CH:29]=[CH:28][N:27]=[CH:26][C:25]=2[NH2:30])[CH2:10]1)([C:4]([CH3:5])([CH3:6])[CH3:7])([CH3:2])[CH3:3]. (2) The product is: [ClH:16].[Cl:16][C:13]1[CH:14]=[CH:15][C:10]([C@@H:9]2[O:8][CH2:7][CH2:6][NH:5][CH2:4][C@H:3]2[CH2:2][NH:1][C:35](=[O:36])[CH2:34][NH:33][C:31](=[O:32])[C:25]2[CH:26]=[CH:27][CH:28]=[CH:29][CH:30]=2)=[CH:11][C:12]=1[F:17]. Given the reactants [NH2:1][CH2:2][C@H:3]1[C@H:9]([C:10]2[CH:15]=[CH:14][C:13]([Cl:16])=[C:12]([F:17])[CH:11]=2)[O:8][CH2:7][CH2:6][N:5](C(OC(C)(C)C)=O)[CH2:4]1.[C:25]1([C:31]([NH:33][CH2:34][C:35](O)=[O:36])=[O:32])[CH:30]=[CH:29][CH:28]=[CH:27][CH:26]=1, predict the reaction product. (3) The product is: [NH2:56][C@@H:22]([CH2:23][S:24][CH2:25][C@H:26]([O:42][C:43](=[O:55])[NH:44][CH2:45][CH2:46][CH2:47][CH2:48][CH2:49][CH2:50][CH2:51][CH2:52][CH2:53][CH3:54])[CH2:27][O:28][C:29](=[O:41])[NH:30][CH2:31][CH2:32][CH2:33][CH2:34][CH2:35][CH2:36][CH2:37][CH2:38][CH2:39][CH3:40])[C:21](=[O:67])[NH:20][CH2:19][CH2:18][O:17][CH2:16][CH2:15][O:14][CH2:13][CH2:12][O:11][CH2:10][CH2:9][P:4](=[O:3])([OH:5])[OH:8]. Given the reactants C([O:3][P:4]([CH2:9][CH2:10][O:11][CH2:12][CH2:13][O:14][CH2:15][CH2:16][O:17][CH2:18][CH2:19][NH:20][C:21](=[O:67])[C@@H:22]([NH:56]C(OCC1C=CC=CC=1)=O)[CH2:23][S:24][CH2:25][C@H:26]([O:42][C:43](=[O:55])[NH:44][CH2:45][CH2:46][CH2:47][CH2:48][CH2:49][CH2:50][CH2:51][CH2:52][CH2:53][CH3:54])[CH2:27][O:28][C:29](=[O:41])[NH:30][CH2:31][CH2:32][CH2:33][CH2:34][CH2:35][CH2:36][CH2:37][CH2:38][CH2:39][CH3:40])(=[O:8])[O:5]CC)C.C[Si](Br)(C)C, predict the reaction product.